From a dataset of Full USPTO retrosynthesis dataset with 1.9M reactions from patents (1976-2016). Predict the reactants needed to synthesize the given product. (1) Given the product [CH3:12][O:11][C:4]1[CH:5]=[C:6]([CH:9]=[CH:10][C:3]=1[CH:1]=[C:18]([C:19]1[S:20][CH:21]=[C:22]([CH3:24])[N:23]=1)[C:16](=[O:17])[CH2:15][O:14][CH3:13])[C:7]#[N:8], predict the reactants needed to synthesize it. The reactants are: [CH:1]([C:3]1[CH:10]=[CH:9][C:6]([C:7]#[N:8])=[CH:5][C:4]=1[O:11][CH3:12])=O.[CH3:13][O:14][CH2:15][C:16]([CH2:18][C:19]1[S:20][CH:21]=[C:22]([CH3:24])[N:23]=1)=[O:17].N1CCCCC1.C(O)(=O)C. (2) Given the product [NH2:1][C:2]1[N:7]=[CH:6][N:5]=[C:4]2[N:8]([C:27]3[CH:28]=[CH:29][C:30]([N+:33]([O-:35])=[O:34])=[CH:31][CH:32]=3)[N:9]=[C:10]([C:11]3[CH:16]=[CH:15][C:14]([NH2:17])=[C:13]([O:25][CH3:26])[CH:12]=3)[C:3]=12, predict the reactants needed to synthesize it. The reactants are: [NH2:1][C:2]1[N:7]=[CH:6][N:5]=[C:4]2[N:8]([C:27]3[CH:32]=[CH:31][C:30]([N+:33]([O-:35])=[O:34])=[CH:29][CH:28]=3)[N:9]=[C:10]([C:11]3[CH:16]=[CH:15][C:14]([NH:17]C(=O)OC(C)(C)C)=[C:13]([O:25][CH3:26])[CH:12]=3)[C:3]=12.FC(F)(F)C(O)=O. (3) Given the product [OH:1][C@H:2]1[CH2:6][N:5]([C:7](=[O:34])[C@@H:8]([NH:13][C:14]([CH2:16][O:17][CH2:18][CH2:19][CH2:20][CH2:21][CH2:22][O:23][C:24]2[CH:33]=[CH:32][C:27]([C:28]([OH:30])=[O:29])=[CH:26][CH:25]=2)=[O:15])[C:9]([CH3:12])([CH3:11])[CH3:10])[C@H:4]([C:35](=[O:49])[NH:36][CH2:37][C:38]2[CH:43]=[CH:42][C:41]([C:44]3[S:48][CH:47]=[N:46][CH:45]=3)=[CH:40][CH:39]=2)[CH2:3]1, predict the reactants needed to synthesize it. The reactants are: [OH:1][C@H:2]1[CH2:6][N:5]([C:7](=[O:34])[C@@H:8]([NH:13][C:14]([CH2:16][O:17][CH2:18][CH2:19][CH2:20][CH2:21][CH2:22][O:23][C:24]2[CH:33]=[CH:32][C:27]([C:28]([O:30]C)=[O:29])=[CH:26][CH:25]=2)=[O:15])[C:9]([CH3:12])([CH3:11])[CH3:10])[C@H:4]([C:35](=[O:49])[NH:36][CH2:37][C:38]2[CH:43]=[CH:42][C:41]([C:44]3[S:48][CH:47]=[N:46][CH:45]=3)=[CH:40][CH:39]=2)[CH2:3]1.O1CCCC1.O.O.[OH-].[Li+].